From a dataset of Full USPTO retrosynthesis dataset with 1.9M reactions from patents (1976-2016). Predict the reactants needed to synthesize the given product. Given the product [Br:1][C:2]1[CH:21]=[CH:20][CH:19]=[CH:18][C:3]=1[C:4]([NH:6][C:7]1[CH:8]=[C:9]2[CH:15]=[C:14]([CH2:16][O:23][CH3:22])[NH:13][C:10]2=[N:11][CH:12]=1)=[O:5], predict the reactants needed to synthesize it. The reactants are: [Br:1][C:2]1[CH:21]=[CH:20][CH:19]=[CH:18][C:3]=1[C:4]([NH:6][C:7]1[CH:8]=[C:9]2[CH:15]=[C:14]([CH2:16]Br)[NH:13][C:10]2=[N:11][CH:12]=1)=[O:5].[CH3:22][OH:23].